Regression. Given two drug SMILES strings and cell line genomic features, predict the synergy score measuring deviation from expected non-interaction effect. From a dataset of NCI-60 drug combinations with 297,098 pairs across 59 cell lines. Synergy scores: CSS=-8.72, Synergy_ZIP=5.07, Synergy_Bliss=0.900, Synergy_Loewe=-7.37, Synergy_HSA=-6.66. Drug 2: COC1=C2C(=CC3=C1OC=C3)C=CC(=O)O2. Cell line: MDA-MB-231. Drug 1: CN(CC1=CN=C2C(=N1)C(=NC(=N2)N)N)C3=CC=C(C=C3)C(=O)NC(CCC(=O)O)C(=O)O.